Dataset: Peptide-MHC class II binding affinity with 134,281 pairs from IEDB. Task: Regression. Given a peptide amino acid sequence and an MHC pseudo amino acid sequence, predict their binding affinity value. This is MHC class II binding data. (1) The peptide sequence is STTENVVNLSNYEDA. The MHC is DRB1_0405 with pseudo-sequence DRB1_0405. The binding affinity (normalized) is 0.151. (2) The peptide sequence is SRGNRAFIAINLQKN. The MHC is DRB4_0101 with pseudo-sequence DRB4_0103. The binding affinity (normalized) is 0.880. (3) The peptide sequence is LSLCNKIKGLKVFNT. The MHC is DRB1_1302 with pseudo-sequence DRB1_1302. The binding affinity (normalized) is 0.140. (4) The peptide sequence is RNEVVNDVSTYASGK. The MHC is HLA-DQA10301-DQB10302 with pseudo-sequence HLA-DQA10301-DQB10302. The binding affinity (normalized) is 0.231. (5) The peptide sequence is AGSYAADLGYGPATP. The MHC is DRB1_1501 with pseudo-sequence DRB1_1501. The binding affinity (normalized) is 0.126. (6) The binding affinity (normalized) is 0.0481. The peptide sequence is AAATAGTTVYGCFAA. The MHC is HLA-DPA10103-DPB10401 with pseudo-sequence HLA-DPA10103-DPB10401. (7) The peptide sequence is GEVLNALAYDVPIPG. The MHC is DRB1_0901 with pseudo-sequence DRB1_0901. The binding affinity (normalized) is 0.622.